Task: Predict the reactants needed to synthesize the given product.. Dataset: Full USPTO retrosynthesis dataset with 1.9M reactions from patents (1976-2016) (1) Given the product [C:1]([C@H:5]1[CH2:10][CH2:9][C@H:8]([O:11][C:12]2[CH:13]=[C:14]3[C:19](=[CH:20][CH:21]=2)[CH:18]=[C:17]([CH2:22][N:23]2[CH2:24][CH:25]4[CH:26]([C:32]([OH:34])=[O:33])[CH:27]([CH2:36][CH2:35][CH2:37]4)[CH2:28]2)[CH:16]=[CH:15]3)[CH2:7][CH2:6]1)([CH3:2])([CH3:4])[CH3:3], predict the reactants needed to synthesize it. The reactants are: [C:1]([C@H:5]1[CH2:10][CH2:9][C@H:8]([O:11][C:12]2[CH:13]=[C:14]3[C:19](=[CH:20][CH:21]=2)[CH:18]=[C:17]([CH2:22][N:23]2[CH:28]4CCC[CH:24]2[CH2:25][CH:26]([C:32]([OH:34])=[O:33])[CH2:27]4)[CH:16]=[CH:15]3)[CH2:7][CH2:6]1)([CH3:4])([CH3:3])[CH3:2].[C:35]([C@H]1CC[C@H](OC2C=C3C(=CC=2)C=C(CN2CC4C(C4C(O)=O)C2)C=C3)CC1)(C)([CH3:37])[CH3:36]. (2) Given the product [Cl:1][C:2]1[CH:7]=[CH:6][C:5]([CH:8]([C:15]2[CH:16]=[CH:17][C:18]([Cl:21])=[CH:19][CH:20]=2)[N:9]2[CH2:13][CH2:12][C@@H:11]([NH:14][C:36](=[O:37])[C:35]3[CH:39]=[CH:40][C:32]([O:31][C:30]([F:29])([F:41])[F:42])=[CH:33][CH:34]=3)[CH2:10]2)=[CH:4][CH:3]=1, predict the reactants needed to synthesize it. The reactants are: [Cl:1][C:2]1[CH:7]=[CH:6][C:5]([CH:8]([C:15]2[CH:20]=[CH:19][C:18]([Cl:21])=[CH:17][CH:16]=2)[N:9]2[CH2:13][CH2:12][C@@H:11]([NH2:14])[CH2:10]2)=[CH:4][CH:3]=1.C(N(CC)CC)C.[F:29][C:30]([F:42])([F:41])[O:31][C:32]1[CH:40]=[CH:39][C:35]([C:36](Cl)=[O:37])=[CH:34][CH:33]=1.O. (3) Given the product [F:1][C:2]1[CH:3]=[C:4]([C:8]2[CH:9]=[C:10]([N:14]3[CH2:15][CH2:16][NH:17][CH2:18][CH2:19]3)[N:11]=[CH:12][N:13]=2)[CH:5]=[CH:6][CH:7]=1, predict the reactants needed to synthesize it. The reactants are: [F:1][C:2]1[CH:3]=[C:4]([C:8]2[N:13]=[CH:12][N:11]=[C:10]([N:14]3[CH2:19][CH2:18][N:17](C(OC(C)(C)C)=O)[CH2:16][CH2:15]3)[CH:9]=2)[CH:5]=[CH:6][CH:7]=1.C(OCC)(=O)C.Cl.